Task: Predict the product of the given reaction.. Dataset: Forward reaction prediction with 1.9M reactions from USPTO patents (1976-2016) (1) Given the reactants [CH3:1][O:2][C:3](=[O:15])[C:4]1[C:5](=[CH:10][C:11]([OH:14])=[CH:12][CH:13]=1)[C:6]([O:8][CH3:9])=[O:7].F[C:17]1[CH:22]=[CH:21][CH:20]=[CH:19][C:18]=1[N+:23]([O-:25])=[O:24].C(=O)([O-])[O-].[K+].[K+], predict the reaction product. The product is: [CH3:1][O:2][C:3](=[O:15])[C:4]1[C:5](=[CH:10][C:11]([O:14][C:17]2[CH:22]=[CH:21][CH:20]=[CH:19][C:18]=2[N+:23]([O-:25])=[O:24])=[CH:12][CH:13]=1)[C:6]([O:8][CH3:9])=[O:7]. (2) The product is: [CH:1]1([C:4]2[CH:5]=[N:6][C:7]([NH:14][C:15]3[CH:16]=[C:17]4[C:22](=[CH:23][CH:24]=3)[C:21]([C:25]3[CH:30]=[CH:29][CH:28]=[CH:27][CH:26]=3)=[N:20][CH:19]=[CH:18]4)=[C:8]([CH:13]=2)[C:9]([OH:11])=[O:10])[CH2:2][CH2:3]1. Given the reactants [CH:1]1([C:4]2[CH:5]=[N:6][C:7]([NH:14][C:15]3[CH:16]=[C:17]4[C:22](=[CH:23][CH:24]=3)[C:21]([C:25]3[CH:30]=[CH:29][CH:28]=[CH:27][CH:26]=3)=[N:20][CH:19]=[CH:18]4)=[C:8]([CH:13]=2)[C:9]([O:11]C)=[O:10])[CH2:3][CH2:2]1.[OH-].[Na+], predict the reaction product. (3) The product is: [Br:1][C:2]1[CH:3]=[C:4]([CH:5]=[CH:6][C:7]=1[Cl:8])[NH2:9]. Given the reactants [Br:1][C:2]1[CH:3]=[C:4]([N+:9]([O-])=O)[CH:5]=[CH:6][C:7]=1[Cl:8].O.O.[Sn](Cl)(Cl)(Cl)Cl.C([O-])([O-])=O.[Na+].[Na+], predict the reaction product. (4) Given the reactants [Br:1][C:2]1[C:11]2[C:6](=[CH:7][CH:8]=[CH:9][CH:10]=2)[N:5]=[C:4]([C:12]([OH:14])=[O:13])[CH:3]=1.[Cl-].[OH:16][C@H:17]1[CH2:22][CH2:21][CH2:20][CH2:19][C@H:18]1[NH3+:23].CN([P+](ON1N=NC2C=CC=CC1=2)(N(C)C)N(C)C)C.F[P-](F)(F)(F)(F)F.C(N(CC)CC)C, predict the reaction product. The product is: [Br:1][C:2]1[C:11]2[C:6](=[CH:7][CH:8]=[CH:9][CH:10]=2)[N:5]=[C:4]([C:12]([OH:14])=[O:13])[CH:3]=1.[Br:1][C:2]1[C:11]2[C:6](=[CH:7][CH:8]=[CH:9][CH:10]=2)[N:5]=[C:4]([C:12]([NH:23][C@@H:18]2[CH2:19][CH2:20][CH2:21][CH2:22][C@@H:17]2[OH:16])=[O:14])[CH:3]=1. (5) The product is: [C:1]([O:9][N:11]1[C:15](=[O:16])[CH2:14][CH2:13][C:12]1=[O:17])(=[O:8])[C:2]1[CH:7]=[CH:6][N:5]=[CH:4][CH:3]=1. Given the reactants [C:1]([OH:9])(=[O:8])[C:2]1[CH:7]=[CH:6][N:5]=[CH:4][CH:3]=1.O[N:11]1[C:15](=[O:16])[CH2:14][CH2:13][C:12]1=[O:17], predict the reaction product.